This data is from Reaction yield outcomes from USPTO patents with 853,638 reactions. The task is: Predict the reaction yield, written as a fraction of the theoretical maximum amount of product (1.0 means a 100% yield; for example, 0.34 means a 34% yield). (1) The product is [S:1]1[CH:5]=[CH:4][CH:3]=[C:2]1[CH2:6][CH2:7][CH2:8][N:12]1[CH2:26][CH2:27][N:22]([C:28]([O:30][C:31]([CH3:34])([CH3:33])[CH3:32])=[O:29])[CH2:23][CH2:24]1. The yield is 0.847. The catalyst is C(#N)C.[Cl-].[Na+].O.O. The reactants are [S:1]1[CH:5]=[CH:4][CH:3]=[C:2]1[CH2:6][CH2:7][CH2:8]O.C([N:12](CC)CC)C.S(Cl)(C)(=O)=O.[N:22]1([C:28]([O:30][C:31]([CH3:34])([CH3:33])[CH3:32])=[O:29])[CH2:27][CH2:26]C[CH2:24][CH2:23]1.[I-].[Na+]. (2) The reactants are [CH3:1][N:2]([CH3:22])[CH2:3][CH2:4][O:5][C:6]1[CH:11]=[CH:10][C:9]([N+:12]([O-])=O)=[C:8]([O:15][C:16]2[CH:21]=[CH:20][CH:19]=[CH:18][CH:17]=2)[CH:7]=1.[H][H]. The catalyst is C(OCC)(=O)C.[Pd]. The product is [CH3:1][N:2]([CH3:22])[CH2:3][CH2:4][O:5][C:6]1[CH:11]=[CH:10][C:9]([NH2:12])=[C:8]([O:15][C:16]2[CH:21]=[CH:20][CH:19]=[CH:18][CH:17]=2)[CH:7]=1. The yield is 1.00. (3) The reactants are [OH:1][C:2]1[CH:11]=[C:10](OS(C(F)(F)F)(=O)=O)[CH:9]=[C:8]2[C:3]=1[C:4](=[O:26])[CH:5]=[C:6]([C:20]1[CH:25]=[CH:24][CH:23]=[CH:22][CH:21]=1)[O:7]2.[NH:27]1[CH2:32][CH2:31][O:30][CH2:29][CH2:28]1.C1(P(C2C=CC=CC=2)C2C=CC3C(=CC=CC=3)C=2C2C3C(=CC=CC=3)C=CC=2P(C2C=CC=CC=2)C2C=CC=CC=2)C=CC=CC=1.C(=O)([O-])[O-].[Cs+].[Cs+]. The catalyst is C1(C)C=CC=CC=1.C1C=CC(/C=C/C(/C=C/C2C=CC=CC=2)=O)=CC=1.C1C=CC(/C=C/C(/C=C/C2C=CC=CC=2)=O)=CC=1.C1C=CC(/C=C/C(/C=C/C2C=CC=CC=2)=O)=CC=1.[Pd].[Pd]. The product is [OH:1][C:2]1[CH:11]=[C:10]([N:27]2[CH2:32][CH2:31][O:30][CH2:29][CH2:28]2)[CH:9]=[C:8]2[C:3]=1[C:4](=[O:26])[CH:5]=[C:6]([C:20]1[CH:25]=[CH:24][CH:23]=[CH:22][CH:21]=1)[O:7]2. The yield is 0.220. (4) The reactants are [CH3:1][C:2]1[CH:7]=[CH:6][C:5]([NH:8][C:9]([O:11][CH2:12][C:13]2[CH:18]=[CH:17][CH:16]=[CH:15][CH:14]=2)=[O:10])=[CH:4][C:3]=1[CH:19]1[CH2:24][CH2:23][N:22](C(OC(C)(C)C)=O)[CH2:21][CH2:20]1.Cl. The catalyst is C(Cl)Cl. The product is [CH3:1][C:2]1[CH:7]=[CH:6][C:5]([NH:8][C:9]([O:11][CH2:12][C:13]2[CH:18]=[CH:17][CH:16]=[CH:15][CH:14]=2)=[O:10])=[CH:4][C:3]=1[CH:19]1[CH2:20][CH2:21][NH:22][CH2:23][CH2:24]1. The yield is 0.980.